From a dataset of Full USPTO retrosynthesis dataset with 1.9M reactions from patents (1976-2016). Predict the reactants needed to synthesize the given product. (1) Given the product [NH2:7][C:8]1[C:16]([Cl:17])=[CH:15][C:11]([CH2:12][OH:13])=[C:10]([O:18][CH3:19])[CH:9]=1, predict the reactants needed to synthesize it. The reactants are: [H-].[Al+3].[Li+].[H-].[H-].[H-].[NH2:7][C:8]1[C:16]([Cl:17])=[CH:15][C:11]([C:12](O)=[O:13])=[C:10]([O:18][CH3:19])[CH:9]=1.[C@H](O)(C([O-])=O)[C@@H](O)C([O-])=O.[Na+].[K+]. (2) Given the product [N:18]1([C:21]([O:15][CH:12]([C:9]2[CH:10]=[N:11][C:6]([C:3]3[CH:4]=[CH:5][O:1][CH:2]=3)=[CH:7][CH:8]=2)[CH3:13])=[O:22])[CH:17]=[CH:16][N:20]=[CH:19]1, predict the reactants needed to synthesize it. The reactants are: [O:1]1[CH:5]=[CH:4][C:3]([C:6]2[N:11]=[CH:10][C:9]([CH:12]([OH:15])[CH2:13]C)=[CH:8][CH:7]=2)=[CH:2]1.[CH:16]1[N:20]=[CH:19][N:18]([C:21](N2C=NC=C2)=[O:22])[CH:17]=1.